This data is from Catalyst prediction with 721,799 reactions and 888 catalyst types from USPTO. The task is: Predict which catalyst facilitates the given reaction. (1) Reactant: [CH3:1][C@@H:2]1[NH:7][CH2:6][CH2:5][N:4]([C:8]([O:10][C:11]([CH3:14])([CH3:13])[CH3:12])=[O:9])[CH2:3]1.[CH2:15](Br)[C:16]1[CH:21]=[CH:20][CH:19]=[CH:18][CH:17]=1.C([O-])([O-])=O.[K+].[K+]. Product: [CH2:15]([N:7]1[CH2:6][CH2:5][N:4]([C:8]([O:10][C:11]([CH3:13])([CH3:12])[CH3:14])=[O:9])[CH2:3][C@@H:2]1[CH3:1])[C:16]1[CH:21]=[CH:20][CH:19]=[CH:18][CH:17]=1. The catalyst class is: 10. (2) Reactant: [F:1][C:2]1[CH:3]=[CH:4][C:5]([C:26]2[C:31]([CH3:32])=[CH:30][C:29]([OH:33])=[CH:28][C:27]=2[CH3:34])=[C:6]2[C:10]=1[C@H:9]([O:11][C:12]1[CH:25]=[CH:24][C:15]3[C@H:16]([CH2:19][C:20]([O:22][CH3:23])=[O:21])[CH2:17][O:18][C:14]=3[CH:13]=1)[CH2:8][CH2:7]2.Cl[CH2:36][C:37]1[CH:42]=[CH:41][N:40]([CH3:43])[C:39](=[O:44])[CH:38]=1.C(=O)([O-])[O-].[K+].[K+]. Product: [CH3:34][C:27]1[CH:28]=[C:29]([O:33][CH2:36][C:37]2[CH:42]=[CH:41][N:40]([CH3:43])[C:39](=[O:44])[CH:38]=2)[CH:30]=[C:31]([CH3:32])[C:26]=1[C:5]1[CH:4]=[CH:3][C:2]([F:1])=[C:10]2[C:6]=1[CH2:7][CH2:8][C@H:9]2[O:11][C:12]1[CH:25]=[CH:24][C:15]2[C@H:16]([CH2:19][C:20]([O:22][CH3:23])=[O:21])[CH2:17][O:18][C:14]=2[CH:13]=1. The catalyst class is: 9. (3) Reactant: [Si:1]([O:8][CH:9]([C:14]1[CH:19]=[CH:18][C:17]([O:20][CH3:21])=[CH:16][CH:15]=1)[C:10](OC)=[O:11])([C:4]([CH3:7])([CH3:6])[CH3:5])([CH3:3])[CH3:2].CC(C[AlH]CC(C)C)C.C(Cl)(Cl)Cl. Product: [Si:1]([O:8][CH:9]([C:14]1[CH:19]=[CH:18][C:17]([O:20][CH3:21])=[CH:16][CH:15]=1)[CH:10]=[O:11])([C:4]([CH3:7])([CH3:6])[CH3:5])([CH3:2])[CH3:3]. The catalyst class is: 11. (4) Reactant: [S:1]1[CH:5]=[CH:4][CH:3]=[C:2]1[C:6]1[S:7][CH:8]=[CH:9][C:10]=1[C:11]1[S:12][CH:13]=[CH:14][C:15]=1[C:16]1[S:17][CH:18]=[CH:19][CH:20]=1.C1C(=O)N([Br:28])C(=O)C1.CC(N=NC(C#N)(C)C)(C#N)C. The catalyst class is: 53. Product: [Br:28][C:3]1[CH:4]=[CH:5][S:1][C:2]=1[C:6]1[S:7][CH:8]=[CH:9][C:10]=1[C:11]1[S:12][CH:13]=[CH:14][C:15]=1[C:16]1[S:17][CH:18]=[CH:19][CH:20]=1.